Dataset: Reaction yield outcomes from USPTO patents with 853,638 reactions. Task: Predict the reaction yield, written as a fraction of the theoretical maximum amount of product (1.0 means a 100% yield; for example, 0.34 means a 34% yield). (1) The reactants are [F:1][C:2]1[CH:3]=[C:4]([NH:28][C:29]([C:31]2[C:32](=[O:44])[N:33]([C:37]3[CH:42]=[CH:41][C:40]([F:43])=[CH:39][CH:38]=3)[N:34]=[CH:35][CH:36]=2)=[O:30])[CH:5]=[CH:6][C:7]=1[O:8][C:9]1[CH:14]=[CH:13][N:12]=[C:11]2[N:15]([CH2:19][C:20]3[CH:25]=[CH:24][C:23]([O:26][CH3:27])=[CH:22][CH:21]=3)[N:16]=[C:17](I)[C:10]=12.[CH3:45][N:46]([CH:54]1[CH2:59][CH2:58][NH:57][CH2:56][CH2:55]1)[C:47](=[O:53])[O:48][C:49]([CH3:52])([CH3:51])[CH3:50].N1CCC[C@H]1C(O)=O.C([O-])([O-])=O.[K+].[K+]. The catalyst is [Cu]I.CS(C)=O. The product is [F:1][C:2]1[CH:3]=[C:4]([NH:28][C:29]([C:31]2[C:32](=[O:44])[N:33]([C:37]3[CH:42]=[CH:41][C:40]([F:43])=[CH:39][CH:38]=3)[N:34]=[CH:35][CH:36]=2)=[O:30])[CH:5]=[CH:6][C:7]=1[O:8][C:9]1[CH:14]=[CH:13][N:12]=[C:11]2[N:15]([CH2:19][C:20]3[CH:25]=[CH:24][C:23]([O:26][CH3:27])=[CH:22][CH:21]=3)[N:16]=[C:17]([N:57]3[CH2:56][CH2:55][CH:54]([N:46]([CH3:45])[C:47](=[O:53])[O:48][C:49]([CH3:50])([CH3:51])[CH3:52])[CH2:59][CH2:58]3)[C:10]=12. The yield is 0.878. (2) The reactants are [CH3:1][C:2]1[O:6][N:5]=[C:4]([C:7]2[CH:12]=[CH:11][N:10]=[CH:9][CH:8]=2)[C:3]=1[CH2:13][O:14][C:15]1[CH:23]=[CH:22][C:18]([C:19]([OH:21])=O)=[CH:17][N:16]=1.[NH:24]1[CH2:29][CH2:28][O:27][CH2:26][CH2:25]1. No catalyst specified. The product is [CH3:1][C:2]1[O:6][N:5]=[C:4]([C:7]2[CH:8]=[CH:9][N:10]=[CH:11][CH:12]=2)[C:3]=1[CH2:13][O:14][C:15]1[N:16]=[CH:17][C:18]([C:19]([N:24]2[CH2:29][CH2:28][O:27][CH2:26][CH2:25]2)=[O:21])=[CH:22][CH:23]=1. The yield is 0.510.